This data is from Catalyst prediction with 721,799 reactions and 888 catalyst types from USPTO. The task is: Predict which catalyst facilitates the given reaction. Reactant: [CH2:1]([OH:6])[CH2:2][CH2:3][CH2:4][OH:5].C(N(C(C)C)CC)(C)C.[C:16]([Si:20](Cl)([C:27]1[CH:32]=[CH:31][CH:30]=[CH:29][CH:28]=1)[C:21]1[CH:26]=[CH:25][CH:24]=[CH:23][CH:22]=1)([CH3:19])([CH3:18])[CH3:17].N#N. Product: [C:16]([Si:20]([C:27]1[CH:32]=[CH:31][CH:30]=[CH:29][CH:28]=1)([C:21]1[CH:22]=[CH:23][CH:24]=[CH:25][CH:26]=1)[O:5][CH2:4][CH2:3][CH2:2][CH2:1][OH:6])([CH3:19])([CH3:17])[CH3:18]. The catalyst class is: 4.